Dataset: NCI-60 drug combinations with 297,098 pairs across 59 cell lines. Task: Regression. Given two drug SMILES strings and cell line genomic features, predict the synergy score measuring deviation from expected non-interaction effect. (1) Drug 1: C1C(C(OC1N2C=NC3=C(N=C(N=C32)Cl)N)CO)O. Drug 2: CC1C(C(CC(O1)OC2CC(CC3=C2C(=C4C(=C3O)C(=O)C5=C(C4=O)C(=CC=C5)OC)O)(C(=O)CO)O)N)O.Cl. Cell line: M14. Synergy scores: CSS=69.8, Synergy_ZIP=-2.30, Synergy_Bliss=-0.493, Synergy_Loewe=-0.944, Synergy_HSA=2.59. (2) Drug 1: C1CCC(CC1)NC(=O)N(CCCl)N=O. Drug 2: CCCS(=O)(=O)NC1=C(C(=C(C=C1)F)C(=O)C2=CNC3=C2C=C(C=N3)C4=CC=C(C=C4)Cl)F. Cell line: LOX IMVI. Synergy scores: CSS=54.3, Synergy_ZIP=-4.41, Synergy_Bliss=-2.61, Synergy_Loewe=3.23, Synergy_HSA=5.06. (3) Cell line: SK-MEL-28. Synergy scores: CSS=35.9, Synergy_ZIP=-6.61, Synergy_Bliss=-4.96, Synergy_Loewe=-0.724, Synergy_HSA=1.04. Drug 1: C1CN1C2=NC(=NC(=N2)N3CC3)N4CC4. Drug 2: CCC1=CC2CC(C3=C(CN(C2)C1)C4=CC=CC=C4N3)(C5=C(C=C6C(=C5)C78CCN9C7C(C=CC9)(C(C(C8N6C)(C(=O)OC)O)OC(=O)C)CC)OC)C(=O)OC.C(C(C(=O)O)O)(C(=O)O)O. (4) Drug 1: CC1C(C(CC(O1)OC2CC(CC3=C2C(=C4C(=C3O)C(=O)C5=C(C4=O)C(=CC=C5)OC)O)(C(=O)CO)O)N)O.Cl. Drug 2: C1=CC=C(C(=C1)C(C2=CC=C(C=C2)Cl)C(Cl)Cl)Cl. Cell line: HCT-15. Synergy scores: CSS=-9.91, Synergy_ZIP=19.5, Synergy_Bliss=31.3, Synergy_Loewe=1.57, Synergy_HSA=4.37. (5) Drug 1: CN(C)N=NC1=C(NC=N1)C(=O)N. Drug 2: CC1CCC2CC(C(=CC=CC=CC(CC(C(=O)C(C(C(=CC(C(=O)CC(OC(=O)C3CCCCN3C(=O)C(=O)C1(O2)O)C(C)CC4CCC(C(C4)OC)O)C)C)O)OC)C)C)C)OC. Cell line: UO-31. Synergy scores: CSS=21.3, Synergy_ZIP=-12.7, Synergy_Bliss=-13.1, Synergy_Loewe=-8.45, Synergy_HSA=-6.89. (6) Drug 1: CCC1=CC2CC(C3=C(CN(C2)C1)C4=CC=CC=C4N3)(C5=C(C=C6C(=C5)C78CCN9C7C(C=CC9)(C(C(C8N6C)(C(=O)OC)O)OC(=O)C)CC)OC)C(=O)OC.C(C(C(=O)O)O)(C(=O)O)O. Drug 2: C1=NC(=NC(=O)N1C2C(C(C(O2)CO)O)O)N. Cell line: RXF 393. Synergy scores: CSS=21.7, Synergy_ZIP=-2.53, Synergy_Bliss=-1.66, Synergy_Loewe=-0.206, Synergy_HSA=1.52.